Predict the product of the given reaction. From a dataset of Forward reaction prediction with 1.9M reactions from USPTO patents (1976-2016). (1) Given the reactants [F:1][C:2]1[C:10]([OH:11])=[CH:9][C:5]([C:6]([OH:8])=[O:7])=[C:4]([N+:12]([O-:14])=[O:13])[CH:3]=1.S(=O)(=O)(O)O.[CH3:20]O, predict the reaction product. The product is: [F:1][C:2]1[C:10]([OH:11])=[CH:9][C:5]([C:6]([O:8][CH3:20])=[O:7])=[C:4]([N+:12]([O-:14])=[O:13])[CH:3]=1. (2) The product is: [O:9]1[C:4]2[CH:5]=[CH:6][CH:7]=[CH:8][C:3]=2[N:2]=[C:15]1[C:14]1[CH:18]=[CH:19][C:11]([OH:10])=[CH:12][CH:13]=1. Given the reactants O.[NH2:2][C:3]1[CH:8]=[CH:7][CH:6]=[CH:5][C:4]=1[OH:9].[OH:10][C:11]1[CH:19]=[CH:18][C:14]([C:15](O)=O)=[CH:13][CH:12]=1.B(O)(O)O, predict the reaction product. (3) The product is: [N:1]1[CH:2]=[CH:3][N:4]2[C:9]=1[CH:8]=[CH:7][C:6]([O:10][C:11]1[CH:12]=[C:13]([CH:17]=[CH:18][CH:19]=1)[C:14]([NH:20][C:21]1[CH:26]=[CH:25][CH:24]=[CH:23][CH:22]=1)=[O:16])=[N:5]2. Given the reactants [N:1]1[CH:2]=[CH:3][N:4]2[C:9]=1[CH:8]=[CH:7][C:6]([O:10][C:11]1[CH:12]=[C:13]([CH:17]=[CH:18][CH:19]=1)[C:14]([OH:16])=O)=[N:5]2.[NH2:20][C:21]1[CH:26]=[CH:25][CH:24]=[CH:23][CH:22]=1.O.ON1C2C=CC=CC=2N=N1.Cl.CN(C)CCCN=C=NCC.C(N(CC)CC)C.[OH-].[Na+], predict the reaction product. (4) Given the reactants Cl.Cl.[NH2:3][CH2:4][CH2:5][CH2:6][CH2:7][CH2:8][CH2:9][CH2:10][CH2:11][CH2:12][N:13]1[CH2:18][CH2:17][CH:16]([O:19][C:20](=[O:34])[NH:21][C:22]2[CH:27]=[CH:26][CH:25]=[CH:24][C:23]=2[C:28]2[CH:33]=[CH:32][CH:31]=[CH:30][CH:29]=2)[CH2:15][CH2:14]1.C(N(CC)CC)C.[F:42][C:43]1[CH:44]=[C:45]([CH:48]=[C:49]([F:52])[C:50]=1[OH:51])[CH:46]=O.C(O)(=O)C.S([O-])([O-])(=O)=O.[Na+].[Na+].C([BH3-])#N.[Na+], predict the reaction product. The product is: [F:42][C:43]1[CH:44]=[C:45]([CH:48]=[C:49]([F:52])[C:50]=1[OH:51])[CH2:46][NH:3][CH2:4][CH2:5][CH2:6][CH2:7][CH2:8][CH2:9][CH2:10][CH2:11][CH2:12][N:13]1[CH2:18][CH2:17][CH:16]([O:19][C:20](=[O:34])[NH:21][C:22]2[CH:27]=[CH:26][CH:25]=[CH:24][C:23]=2[C:28]2[CH:33]=[CH:32][CH:31]=[CH:30][CH:29]=2)[CH2:15][CH2:14]1. (5) Given the reactants Cl[C:2]1[CH:3]=[CH:4][C:5]2[N:11]3[CH2:12][C@H:8]([CH2:9][CH2:10]3)[NH:7][C:6]=2[N:13]=1.[F:14][C:15]([F:26])([F:25])[C:16]1[CH:17]=[C:18](B(O)O)[CH:19]=[CH:20][CH:21]=1.C1(P(C2CCCCC2)C2C=CC=CC=2C2C(C(C)C)=CC(C(C)C)=CC=2C(C)C)CCCCC1.C([O-])([O-])=O.[Cs+].[Cs+], predict the reaction product. The product is: [F:14][C:15]([F:26])([F:25])[C:16]1[CH:21]=[C:20]([C:2]2[CH:3]=[CH:4][C:5]3[N:11]4[CH2:12][C@H:8]([CH2:9][CH2:10]4)[NH:7][C:6]=3[N:13]=2)[CH:19]=[CH:18][CH:17]=1.